From a dataset of NCI-60 drug combinations with 297,098 pairs across 59 cell lines. Regression. Given two drug SMILES strings and cell line genomic features, predict the synergy score measuring deviation from expected non-interaction effect. (1) Drug 1: CS(=O)(=O)CCNCC1=CC=C(O1)C2=CC3=C(C=C2)N=CN=C3NC4=CC(=C(C=C4)OCC5=CC(=CC=C5)F)Cl. Drug 2: C1CN(P(=O)(OC1)NCCCl)CCCl. Cell line: OVCAR-8. Synergy scores: CSS=1.53, Synergy_ZIP=-3.19, Synergy_Bliss=-5.59, Synergy_Loewe=-4.99, Synergy_HSA=-5.63. (2) Drug 1: C1CCC(C1)C(CC#N)N2C=C(C=N2)C3=C4C=CNC4=NC=N3. Drug 2: C1CN(CCN1C(=O)CCBr)C(=O)CCBr. Cell line: OVCAR-5. Synergy scores: CSS=1.02, Synergy_ZIP=-0.784, Synergy_Bliss=1.18, Synergy_Loewe=-6.59, Synergy_HSA=-2.75. (3) Drug 1: CN1C2=C(C=C(C=C2)N(CCCl)CCCl)N=C1CCCC(=O)O.Cl. Drug 2: CC12CCC3C(C1CCC2O)C(CC4=C3C=CC(=C4)O)CCCCCCCCCS(=O)CCCC(C(F)(F)F)(F)F. Cell line: CAKI-1. Synergy scores: CSS=4.10, Synergy_ZIP=-2.20, Synergy_Bliss=1.73, Synergy_Loewe=-1.33, Synergy_HSA=-0.617. (4) Drug 1: B(C(CC(C)C)NC(=O)C(CC1=CC=CC=C1)NC(=O)C2=NC=CN=C2)(O)O. Drug 2: CC1C(C(CC(O1)OC2CC(CC3=C2C(=C4C(=C3O)C(=O)C5=CC=CC=C5C4=O)O)(C(=O)C)O)N)O. Cell line: CCRF-CEM. Synergy scores: CSS=56.3, Synergy_ZIP=-5.65, Synergy_Bliss=-6.29, Synergy_Loewe=-0.132, Synergy_HSA=1.25. (5) Drug 1: C1=NC2=C(N=C(N=C2N1C3C(C(C(O3)CO)O)O)F)N. Drug 2: C1CC(C1)(C(=O)O)C(=O)O.[NH2-].[NH2-].[Pt+2]. Cell line: OVCAR-4. Synergy scores: CSS=3.87, Synergy_ZIP=-1.45, Synergy_Bliss=-0.499, Synergy_Loewe=0.0738, Synergy_HSA=0.354. (6) Drug 1: C1CC(C1)(C(=O)O)C(=O)O.[NH2-].[NH2-].[Pt+2]. Drug 2: C1C(C(OC1N2C=NC3=C2NC=NCC3O)CO)O. Cell line: NCI/ADR-RES. Synergy scores: CSS=0.574, Synergy_ZIP=0.145, Synergy_Bliss=0.189, Synergy_Loewe=-3.03, Synergy_HSA=-3.49. (7) Drug 1: CC1CCC2CC(C(=CC=CC=CC(CC(C(=O)C(C(C(=CC(C(=O)CC(OC(=O)C3CCCCN3C(=O)C(=O)C1(O2)O)C(C)CC4CCC(C(C4)OC)OCCO)C)C)O)OC)C)C)C)OC. Drug 2: CN(CCCl)CCCl.Cl. Cell line: SF-295. Synergy scores: CSS=38.5, Synergy_ZIP=-6.08, Synergy_Bliss=-2.38, Synergy_Loewe=-0.0253, Synergy_HSA=0.123. (8) Drug 1: C1C(C(OC1N2C=C(C(=O)NC2=O)F)CO)O. Drug 2: CC1=C(C=C(C=C1)NC(=O)C2=CC=C(C=C2)CN3CCN(CC3)C)NC4=NC=CC(=N4)C5=CN=CC=C5. Cell line: UACC-257. Synergy scores: CSS=5.58, Synergy_ZIP=-1.15, Synergy_Bliss=1.18, Synergy_Loewe=-4.33, Synergy_HSA=0.480. (9) Drug 1: CC1=CC2C(CCC3(C2CCC3(C(=O)C)OC(=O)C)C)C4(C1=CC(=O)CC4)C. Drug 2: CS(=O)(=O)OCCCCOS(=O)(=O)C. Cell line: SK-MEL-2. Synergy scores: CSS=-8.53, Synergy_ZIP=2.01, Synergy_Bliss=-3.24, Synergy_Loewe=-8.72, Synergy_HSA=-8.30.